This data is from Full USPTO retrosynthesis dataset with 1.9M reactions from patents (1976-2016). The task is: Predict the reactants needed to synthesize the given product. (1) Given the product [C:6]([O:10][C:11]([NH:12][C@H:13]1[CH2:14][CH2:15][C@H:16]([O:19][S:2]([CH3:1])(=[O:4])=[O:3])[CH2:17][CH2:18]1)=[O:20])([CH3:9])([CH3:7])[CH3:8], predict the reactants needed to synthesize it. The reactants are: [CH3:1][S:2](Cl)(=[O:4])=[O:3].[C:6]([O:10][C:11](=[O:20])[NH:12][C@H:13]1[CH2:18][CH2:17][C@H:16]([OH:19])[CH2:15][CH2:14]1)([CH3:9])([CH3:8])[CH3:7].C(N(CC)CC)C.C(=O)([O-])O.[Na+]. (2) Given the product [Br:14][C:15]1[CH:20]=[CH:19][C:18]([CH2:21][N:1]2[C:9]3[C:4](=[N:5][CH:6]=[CH:7][CH:8]=3)[C:3]([C:10]([O:12][CH3:13])=[O:11])=[CH:2]2)=[C:17]([F:23])[CH:16]=1, predict the reactants needed to synthesize it. The reactants are: [NH:1]1[C:9]2[C:4](=[N:5][CH:6]=[CH:7][CH:8]=2)[C:3]([C:10]([O:12][CH3:13])=[O:11])=[CH:2]1.[Br:14][C:15]1[CH:20]=[CH:19][C:18]([CH2:21]Br)=[C:17]([F:23])[CH:16]=1. (3) Given the product [F:34][C:35]([F:48])([F:47])[S:36]([O:26][C:23]1[CH:22]=[CH:21][CH:20]=[C:19]2[C:24]=1[CH2:25][C@H:16]([N:15]([CH2:8][C:9]1[CH:10]=[CH:11][CH:12]=[CH:13][CH:14]=1)[CH2:27][C:28]1[CH:33]=[CH:32][CH:31]=[CH:30][CH:29]=1)[CH2:17][O:18]2)(=[O:38])=[O:37], predict the reactants needed to synthesize it. The reactants are: C(N(CC)CC)C.[CH2:8]([N:15]([CH2:27][C:28]1[CH:33]=[CH:32][CH:31]=[CH:30][CH:29]=1)[C@H:16]1[CH2:25][C:24]2[C:23]([OH:26])=[CH:22][CH:21]=[CH:20][C:19]=2[O:18][CH2:17]1)[C:9]1[CH:14]=[CH:13][CH:12]=[CH:11][CH:10]=1.[F:34][C:35]([F:48])([F:47])[S:36](O[S:36]([C:35]([F:48])([F:47])[F:34])(=[O:38])=[O:37])(=[O:38])=[O:37]. (4) Given the product [CH3:14][O:9][C:8](=[O:10])[C:7]1[C:2]([NH2:1])=[CH:3][CH:4]=[C:5]([F:12])[C:6]=1[CH3:11], predict the reactants needed to synthesize it. The reactants are: [NH2:1][C:2]1[C:7]([C:8]([OH:10])=[O:9])=[C:6]([CH3:11])[C:5]([F:12])=[CH:4][CH:3]=1.N[C:14]1C=C(C)C(F)=CC=1C(O)=O.C(OCC)(=O)C.C[Si](C=[N+]=[N-])(C)C. (5) The reactants are: [Br:1][C:2]1[CH:7]=[C:6]([CH3:8])[CH:5]=[CH:4][C:3]=1[C:9]1([OH:14])[CH2:13][CH2:12][CH2:11][CH2:10]1.CCN(C(C)C)C(C)C.[CH2:24](Cl)[O:25][CH3:26].[NH4+].[Cl-]. Given the product [Br:1][C:2]1[CH:7]=[C:6]([CH3:8])[CH:5]=[CH:4][C:3]=1[C:9]1([O:14][CH2:24][O:25][CH3:26])[CH2:13][CH2:12][CH2:11][CH2:10]1, predict the reactants needed to synthesize it. (6) The reactants are: [CH:1]1[C:14]2[C:13](=[O:15])[C:12]3[C:7](=[CH:8][CH:9]=[C:10]([S:16](Cl)(=[O:18])=[O:17])[CH:11]=3)[C:6](=[O:20])[C:5]=2[CH:4]=[CH:3][C:2]=1[S:21](Cl)(=[O:23])=[O:22].C([N:28]([CH:31]([CH3:33])C)[CH2:29][CH3:30])(C)C. Given the product [N:28]1([S:21]([C:2]2[CH:3]=[CH:4][C:5]3[C:6](=[O:20])[C:7]4[C:12](=[CH:11][C:10]([S:16]([N:28]5[CH2:29][CH2:30][CH2:5][CH2:4][CH2:3][CH2:33][CH2:31]5)(=[O:18])=[O:17])=[CH:9][CH:8]=4)[C:13](=[O:15])[C:14]=3[CH:1]=2)(=[O:23])=[O:22])[CH2:31][CH2:33][CH2:14][CH2:1][CH2:2][CH2:30][CH2:29]1, predict the reactants needed to synthesize it.